This data is from Reaction yield outcomes from USPTO patents with 853,638 reactions. The task is: Predict the reaction yield, written as a fraction of the theoretical maximum amount of product (1.0 means a 100% yield; for example, 0.34 means a 34% yield). (1) The reactants are [NH2:1][C:2]1[N:7]=[CH:6][N:5]=[C:4]2[N:8]([C@@H:12]3[CH2:17][CH2:16][CH2:15][N:14]([C:18]([O:20][C:21]([CH3:24])([CH3:23])[CH3:22])=[O:19])[CH2:13]3)[N:9]=[C:10](I)[C:3]=12.[F:25][C:26]1[C:47]([F:48])=[CH:46][CH:45]=[CH:44][C:27]=1[O:28][C:29]1[CH:34]=[CH:33][C:32](B2OC(C)(C)C(C)(C)O2)=[CH:31][CH:30]=1.C(=O)([O-])[O-].[Na+].[Na+]. The catalyst is O1CCOCC1.O.C1C=CC([P]([Pd]([P](C2C=CC=CC=2)(C2C=CC=CC=2)C2C=CC=CC=2)([P](C2C=CC=CC=2)(C2C=CC=CC=2)C2C=CC=CC=2)[P](C2C=CC=CC=2)(C2C=CC=CC=2)C2C=CC=CC=2)(C2C=CC=CC=2)C2C=CC=CC=2)=CC=1. The product is [NH2:1][C:2]1[N:7]=[CH:6][N:5]=[C:4]2[N:8]([C@@H:12]3[CH2:17][CH2:16][CH2:15][N:14]([C:18]([O:20][C:21]([CH3:24])([CH3:23])[CH3:22])=[O:19])[CH2:13]3)[N:9]=[C:10]([C:32]3[CH:31]=[CH:30][C:29]([O:28][C:27]4[CH:44]=[CH:45][CH:46]=[C:47]([F:48])[C:26]=4[F:25])=[CH:34][CH:33]=3)[C:3]=12. The yield is 0.820. (2) The reactants are [H-].[Na+].[C:3]([C:5]1[CH:6]=[C:7]([CH:12]=[CH:13][C:14]=1[OH:15])[C:8]([O:10][CH3:11])=[O:9])#[N:4].BrCCO[Si]([C:23](C)([CH3:25])[CH3:24])(C)C. The catalyst is CN(C=O)C.CCOC(C)=O. The product is [C:3]([C:5]1[CH:6]=[C:7]([CH:12]=[CH:13][C:14]=1[O:15][CH:23]([CH3:25])[CH3:24])[C:8]([O:10][CH3:11])=[O:9])#[N:4]. The yield is 0.410. (3) The reactants are [C:1](=[O:47])([O:35][CH2:36][CH2:37][CH2:38][O:39]CC1C=CC=CC=1)[O:2][CH2:3][O:4][C:5]1[C:6](=[O:34])[C:7]([C:22]([NH:24][CH2:25][C:26]2[CH:31]=[CH:30][C:29]([F:32])=[CH:28][C:27]=2[F:33])=[O:23])=[CH:8][N:9]2[CH2:14][C@H:13]3[N:15]4[CH2:20][CH2:19][CH2:18][C@@H:16]4[CH2:17][N:12]3[C:11](=[O:21])[C:10]=12. The catalyst is CO.CC(O)=O.[Pd]. The product is [C:1](=[O:47])([O:35][CH2:36][CH2:37][CH2:38][OH:39])[O:2][CH2:3][O:4][C:5]1[C:6](=[O:34])[C:7]([C:22]([NH:24][CH2:25][C:26]2[CH:31]=[CH:30][C:29]([F:32])=[CH:28][C:27]=2[F:33])=[O:23])=[CH:8][N:9]2[CH2:14][C@H:13]3[N:15]4[CH2:20][CH2:19][CH2:18][C@@H:16]4[CH2:17][N:12]3[C:11](=[O:21])[C:10]=12. The yield is 0.990. (4) The reactants are [F:1][C:2]1[CH:11]=[CH:10][CH:9]=[C:8]2[C:3]=1[C:4]([CH2:19][C:20]([NH2:22])=[O:21])=[N:5][C:6]([N:12]1[CH2:17][CH2:16][N:15]([CH3:18])[CH2:14][CH2:13]1)=[N:7]2.C[O:24][C:25](=O)[C:26]([C:28]1[C:29]2[CH:42]=[CH:41][S:40][C:30]=2[N:31](C(OC(C)(C)C)=O)[CH:32]=1)=O.CC([O-])(C)C.[K+]. The catalyst is C1COCC1.CCOC(C)=O.O. The product is [F:1][C:2]1[CH:11]=[CH:10][CH:9]=[C:8]2[C:3]=1[C:4]([C:19]1[C:20](=[O:21])[NH:22][C:25](=[O:24])[C:26]=1[C:28]1[C:29]3[CH:42]=[CH:41][S:40][C:30]=3[NH:31][CH:32]=1)=[N:5][C:6]([N:12]1[CH2:17][CH2:16][N:15]([CH3:18])[CH2:14][CH2:13]1)=[N:7]2. The yield is 0.130. (5) The catalyst is CN(C=O)C. The product is [CH2:21]([O:20][C:18]([C:10]1[NH:9][C:17]2[C:12]([C:11]=1[Br:1])=[CH:13][CH:14]=[CH:15][CH:16]=2)=[O:19])[CH3:22]. The yield is 0.810. The reactants are [Br:1]N1C(=O)CCC1=O.[NH:9]1[C:17]2[C:12](=[CH:13][CH:14]=[CH:15][CH:16]=2)[CH:11]=[C:10]1[C:18]([O:20][CH2:21][CH3:22])=[O:19]. (6) The reactants are [C:1]([NH:20][CH2:21][CH2:22][CH2:23][CH2:24][C@@H:25]([C:27]([OH:29])=O)[NH2:26])([C:14]1[CH:19]=[CH:18][CH:17]=[CH:16][CH:15]=1)([C:8]1[CH:13]=[CH:12][CH:11]=[CH:10][CH:9]=1)[C:2]1[CH:7]=[CH:6][CH:5]=[CH:4][CH:3]=1.[OH-].[NH4+:31]. The catalyst is CN(C=O)C. The product is [C:1]([NH:20][CH2:21][CH2:22][CH2:23][CH2:24][C@@H:25]([C:27]([NH2:31])=[O:29])[NH2:26])([C:2]1[CH:7]=[CH:6][CH:5]=[CH:4][CH:3]=1)([C:14]1[CH:19]=[CH:18][CH:17]=[CH:16][CH:15]=1)[C:8]1[CH:9]=[CH:10][CH:11]=[CH:12][CH:13]=1. The yield is 0.680. (7) The reactants are [CH3:1][O:2][C:3]1[CH:10]=[CH:9][C:8]([N+:11]([O-])=O)=[CH:7][C:4]=1[CH2:5][OH:6].Cl[Sn]Cl.O.[OH-].[Na+]. The catalyst is CCO. The product is [OH:6][CH2:5][C:4]1[CH:7]=[C:8]([CH:9]=[CH:10][C:3]=1[O:2][CH3:1])[NH2:11].[NH2:11][C:8]1[CH:9]=[CH:10][CH:3]=[CH:4][CH:7]=1. The yield is 0.840. (8) The reactants are [CH3:1][C:2]1[C:3]([CH2:8][N:9]([CH2:16][C:17]2[C:22]([CH3:23])=[CH:21][CH:20]=[CH:19][N:18]=2)[CH:10]2[CH2:15][CH2:14][NH:13][CH2:12][CH2:11]2)=[N:4][CH:5]=[CH:6][CH:7]=1.CC([O-])=O.[Na+].[N:29]#[C:30]Br.O. The catalyst is CO. The product is [CH3:1][C:2]1[C:3]([CH2:8][N:9]([CH2:16][C:17]2[C:22]([CH3:23])=[CH:21][CH:20]=[CH:19][N:18]=2)[CH:10]2[CH2:15][CH2:14][N:13]([C:30]#[N:29])[CH2:12][CH2:11]2)=[N:4][CH:5]=[CH:6][CH:7]=1. The yield is 0.960.